Dataset: Catalyst prediction with 721,799 reactions and 888 catalyst types from USPTO. Task: Predict which catalyst facilitates the given reaction. Reactant: [NH2:1][C:2]1[CH:7]=[CH:6][CH:5]=[CH:4][N:3]=1.C1CCC(N=C=NC2CCCCC2)CC1.[CH3:23][C:24]1[CH:28]=[C:27]([CH2:29][C:30](O)=[O:31])[O:26][N:25]=1. Product: [N:3]1[CH:4]=[CH:5][CH:6]=[CH:7][C:2]=1[NH:1][C:30](=[O:31])[CH2:29][C:27]1[O:26][N:25]=[C:24]([CH3:23])[CH:28]=1. The catalyst class is: 1.